Dataset: Full USPTO retrosynthesis dataset with 1.9M reactions from patents (1976-2016). Task: Predict the reactants needed to synthesize the given product. Given the product [NH2:1][C:2]1[CH:6]=[C:5]([C:7]2[CH:8]=[CH:9][C:10]([O:13][C:14]([F:17])([F:15])[F:16])=[CH:11][CH:12]=2)[S:4][C:3]=1[C:18]([OH:20])=[O:19], predict the reactants needed to synthesize it. The reactants are: [NH2:1][C:2]1[CH:6]=[C:5]([C:7]2[CH:12]=[CH:11][C:10]([O:13][C:14]([F:17])([F:16])[F:15])=[CH:9][CH:8]=2)[S:4][C:3]=1[C:18]([O:20]C)=[O:19].[OH-].[Li+].Cl.